Dataset: NCI-60 drug combinations with 297,098 pairs across 59 cell lines. Task: Regression. Given two drug SMILES strings and cell line genomic features, predict the synergy score measuring deviation from expected non-interaction effect. (1) Drug 1: C1=CC=C(C(=C1)C(C2=CC=C(C=C2)Cl)C(Cl)Cl)Cl. Drug 2: C(CN)CNCCSP(=O)(O)O. Cell line: EKVX. Synergy scores: CSS=3.86, Synergy_ZIP=-0.492, Synergy_Bliss=-0.412, Synergy_Loewe=1.32, Synergy_HSA=-0.850. (2) Drug 1: CN1CCC(CC1)COC2=C(C=C3C(=C2)N=CN=C3NC4=C(C=C(C=C4)Br)F)OC. Drug 2: C(CC(=O)O)C(=O)CN.Cl. Cell line: HL-60(TB). Synergy scores: CSS=-19.6, Synergy_ZIP=3.96, Synergy_Bliss=-18.0, Synergy_Loewe=-24.0, Synergy_HSA=-25.5. (3) Drug 1: C1=CC(=CC=C1CC(C(=O)O)N)N(CCCl)CCCl.Cl. Drug 2: CCC1(CC2CC(C3=C(CCN(C2)C1)C4=CC=CC=C4N3)(C5=C(C=C6C(=C5)C78CCN9C7C(C=CC9)(C(C(C8N6C)(C(=O)OC)O)OC(=O)C)CC)OC)C(=O)OC)O.OS(=O)(=O)O. Cell line: CCRF-CEM. Synergy scores: CSS=61.3, Synergy_ZIP=5.63, Synergy_Bliss=8.77, Synergy_Loewe=-9.43, Synergy_HSA=8.48. (4) Drug 1: COC1=CC(=CC(=C1O)OC)C2C3C(COC3=O)C(C4=CC5=C(C=C24)OCO5)OC6C(C(C7C(O6)COC(O7)C8=CC=CS8)O)O. Drug 2: CC1=C(C=C(C=C1)C(=O)NC2=CC(=CC(=C2)C(F)(F)F)N3C=C(N=C3)C)NC4=NC=CC(=N4)C5=CN=CC=C5. Cell line: 786-0. Synergy scores: CSS=17.8, Synergy_ZIP=0.755, Synergy_Bliss=1.40, Synergy_Loewe=-17.0, Synergy_HSA=0.428. (5) Drug 1: C1CCN(CC1)CCOC2=CC=C(C=C2)C(=O)C3=C(SC4=C3C=CC(=C4)O)C5=CC=C(C=C5)O. Drug 2: CN1CCC(CC1)COC2=C(C=C3C(=C2)N=CN=C3NC4=C(C=C(C=C4)Br)F)OC. Cell line: SK-MEL-5. Synergy scores: CSS=-10.2, Synergy_ZIP=7.65, Synergy_Bliss=6.30, Synergy_Loewe=-2.27, Synergy_HSA=-3.02. (6) Drug 1: CC1C(C(=O)NC(C(=O)N2CCCC2C(=O)N(CC(=O)N(C(C(=O)O1)C(C)C)C)C)C(C)C)NC(=O)C3=C4C(=C(C=C3)C)OC5=C(C(=O)C(=C(C5=N4)C(=O)NC6C(OC(=O)C(N(C(=O)CN(C(=O)C7CCCN7C(=O)C(NC6=O)C(C)C)C)C)C(C)C)C)N)C. Drug 2: CC1=C2C(C(=O)C3(C(CC4C(C3C(C(C2(C)C)(CC1OC(=O)C(C(C5=CC=CC=C5)NC(=O)OC(C)(C)C)O)O)OC(=O)C6=CC=CC=C6)(CO4)OC(=O)C)O)C)O. Cell line: SK-OV-3. Synergy scores: CSS=3.76, Synergy_ZIP=-0.844, Synergy_Bliss=0.808, Synergy_Loewe=0.932, Synergy_HSA=0.507. (7) Drug 1: C#CCC(CC1=CN=C2C(=N1)C(=NC(=N2)N)N)C3=CC=C(C=C3)C(=O)NC(CCC(=O)O)C(=O)O. Drug 2: CC1C(C(CC(O1)OC2CC(CC3=C2C(=C4C(=C3O)C(=O)C5=C(C4=O)C(=CC=C5)OC)O)(C(=O)CO)O)N)O.Cl. Cell line: BT-549. Synergy scores: CSS=32.6, Synergy_ZIP=-4.88, Synergy_Bliss=-4.68, Synergy_Loewe=-2.59, Synergy_HSA=-2.59. (8) Drug 1: C1=NC2=C(N=C(N=C2N1C3C(C(C(O3)CO)O)O)F)N. Drug 2: N.N.Cl[Pt+2]Cl. Cell line: PC-3. Synergy scores: CSS=60.2, Synergy_ZIP=-4.02, Synergy_Bliss=-1.42, Synergy_Loewe=-0.369, Synergy_HSA=2.95.